This data is from Reaction yield outcomes from USPTO patents with 853,638 reactions. The task is: Predict the reaction yield, written as a fraction of the theoretical maximum amount of product (1.0 means a 100% yield; for example, 0.34 means a 34% yield). (1) The reactants are FC(F)(F)C(O)=O.[CH3:8][O:9][C:10](=[O:53])[CH:11]([C:13]1[CH:18]=[CH:17][C:16]([C:19]2[CH:24]=[CH:23][C:22]([C:25]([C:30]3[CH:35]=[CH:34][C:33]([CH2:36][CH2:37][CH:38]([O:43][Si](C(C)(C)C)(C)C)[C:39]([CH3:42])([CH3:41])[CH3:40])=[C:32]([CH3:51])[CH:31]=3)([CH2:28][CH3:29])[CH2:26][CH3:27])=[CH:21][C:20]=2[CH3:52])=[CH:15][CH:14]=1)[OH:12]. The catalyst is ClCCl. The product is [CH3:8][O:9][C:10](=[O:53])[CH:11]([C:13]1[CH:14]=[CH:15][C:16]([C:19]2[CH:24]=[CH:23][C:22]([C:25]([CH2:26][CH3:27])([C:30]3[CH:35]=[CH:34][C:33]([CH2:36][CH2:37][CH:38]([OH:43])[C:39]([CH3:41])([CH3:42])[CH3:40])=[C:32]([CH3:51])[CH:31]=3)[CH2:28][CH3:29])=[CH:21][C:20]=2[CH3:52])=[CH:17][CH:18]=1)[OH:12]. The yield is 0.870. (2) The reactants are [NH:1]1[CH2:6][CH2:5][CH2:4][CH2:3][CH2:2]1.Br[CH2:8][C:9]1[CH:14]=[CH:13][CH:12]=[C:11]([N+:15]([O-])=O)[CH:10]=1. The catalyst is C1COCC1. The product is [N:1]1([CH2:8][C:9]2[CH:10]=[C:11]([NH2:15])[CH:12]=[CH:13][CH:14]=2)[CH2:6][CH2:5][CH2:4][CH2:3][CH2:2]1. The yield is 0.910. (3) The reactants are [F:1][C:2]([F:20])([F:19])[CH:3]1[CH2:8][CH2:7][C:6]([C:9]2[C:10]3[N:11]([N:15]=[C:16]([NH2:18])[N:17]=3)[CH:12]=[CH:13][CH:14]=2)=[CH:5][CH2:4]1. The catalyst is CO.[Pd]. The product is [F:20][C:2]([F:1])([F:19])[CH:3]1[CH2:4][CH2:5][CH:6]([C:9]2[C:10]3[N:11]([N:15]=[C:16]([NH2:18])[N:17]=3)[CH:12]=[CH:13][CH:14]=2)[CH2:7][CH2:8]1. The yield is 0.990. (4) The reactants are [NH:1]([C:18]([O:20][C:21]([CH3:24])([CH3:23])[CH3:22])=[O:19])[C@@H:2]([C:8]([O:10][CH2:11][C:12]1[CH:17]=[CH:16][CH:15]=[CH:14][CH:13]=1)=[O:9])[CH2:3][CH2:4][C:5](=[O:7])[OH:6].[CH3:25][Si](C=[N+]=[N-])(C)C.[CH3:32][C:33]([O:36][C:37](O[C:37]([O:36][C:33]([CH3:35])([CH3:34])[CH3:32])=[O:38])=[O:38])([CH3:35])[CH3:34]. The catalyst is C(Cl)Cl.CO.CC#N.CN(C1C=CN=CC=1)C. The product is [C:21]([O:20][C:18]([N:1]([C:37]([O:36][C:33]([CH3:35])([CH3:34])[CH3:32])=[O:38])[C@@H:2]([C:8]([O:10][CH2:11][C:12]1[CH:13]=[CH:14][CH:15]=[CH:16][CH:17]=1)=[O:9])[CH2:3][CH2:4][C:5]([O:6][CH3:25])=[O:7])=[O:19])([CH3:24])([CH3:23])[CH3:22]. The yield is 0.720. (5) The reactants are [F:1][C:2]1[CH:7]=[CH:6][C:5]([C:8]([F:11])([F:10])[F:9])=[CH:4][C:3]=1[NH:12][C:13]([NH:15][C:16]1[CH:21]=[CH:20][C:19]([C:22]#[C:23][C:24]([NH2:26])=[O:25])=[CH:18][CH:17]=1)=[O:14].I[C:28]1[CH:33]=[CH:32][CH:31]=[CH:30][CH:29]=1.C(NCC)C.C(O)=O. The catalyst is CCOC(C)=O.C1C=CC(/C=C/C(/C=C/C2C=CC=CC=2)=O)=CC=1.C1C=CC(/C=C/C(/C=C/C2C=CC=CC=2)=O)=CC=1.[Pd]. The product is [F:1][C:2]1[CH:7]=[CH:6][C:5]([C:8]([F:11])([F:9])[F:10])=[CH:4][C:3]=1[NH:12][C:13]([NH:15][C:16]1[CH:21]=[CH:20][C:19](/[C:22](/[C:28]2[CH:33]=[CH:32][CH:31]=[CH:30][CH:29]=2)=[CH:23]\[C:24]([NH2:26])=[O:25])=[CH:18][CH:17]=1)=[O:14]. The yield is 0.230. (6) The reactants are [NH2:1][CH2:2][CH2:3][CH2:4][C@:5]([C@@H:22]1[CH2:27][CH2:26][CH2:25][N:24]([C:28]([O:30][C:31]([CH3:34])([CH3:33])[CH3:32])=[O:29])[CH2:23]1)([C:7]1[CH:12]=[CH:11][CH:10]=[C:9]([Cl:13])[C:8]=1[C:14]1[CH:19]=[CH:18][CH:17]=[C:16]([CH2:20][CH3:21])[CH:15]=1)[OH:6].[C:35](O)(=[O:38])[CH2:36][OH:37].CCN(C(C)C)C(C)C.CN(C(ON1N=NC2C=CC=CC1=2)=[N+](C)C)C.F[P-](F)(F)(F)(F)F. The catalyst is CN(C=O)C.O. The product is [Cl:13][C:9]1[C:8]([C:14]2[CH:19]=[CH:18][CH:17]=[C:16]([CH2:20][CH3:21])[CH:15]=2)=[C:7]([C@:5]([C@@H:22]2[CH2:27][CH2:26][CH2:25][N:24]([C:28]([O:30][C:31]([CH3:33])([CH3:32])[CH3:34])=[O:29])[CH2:23]2)([OH:6])[CH2:4][CH2:3][CH2:2][NH:1][C:36](=[O:37])[CH2:35][OH:38])[CH:12]=[CH:11][CH:10]=1. The yield is 0.510.